Dataset: Full USPTO retrosynthesis dataset with 1.9M reactions from patents (1976-2016). Task: Predict the reactants needed to synthesize the given product. (1) Given the product [C:1]([N:11]1[CH2:12][CH2:13][CH:14]([CH2:17][CH2:18][C:29]([OH:31])=[O:30])[CH2:15][CH2:16]1)([O:3][CH2:4][C:5]1[CH:6]=[CH:7][CH:8]=[CH:9][CH:10]=1)=[O:2], predict the reactants needed to synthesize it. The reactants are: [C:1]([N:11]1[CH2:16][CH2:15][CH:14]([CH2:17][C:18](O)=O)[CH2:13][CH2:12]1)([O:3][CH2:4][C:5]1[CH:10]=[CH:9][CH:8]=[CH:7][CH:6]=1)=[O:2].N1CCC(CC[C:29]([OH:31])=[O:30])CC1. (2) Given the product [N:1]1([CH2:2][O:3][C:4]2[N:9]=[CH:8][CH:7]=[CH:6][N:5]=2)[CH2:23][CH2:22][O:21][CH2:20][CH2:19]1, predict the reactants needed to synthesize it. The reactants are: [NH2:1][CH2:2][O:3][C:4]1[N:9]=[CH:8][CH:7]=[CH:6][N:5]=1.C(=O)([O-])[O-].[K+].[K+].[I-].[Na+].Cl[CH2:19][CH2:20][O:21][CH2:22][CH2:23]Cl. (3) Given the product [CH3:16][O:6][C:5](=[O:7])[C:4]1[CH:8]=[C:9]([O:13][CH3:14])[C:10]([O:11][CH3:12])=[C:2]([OH:1])[CH:3]=1, predict the reactants needed to synthesize it. The reactants are: [OH:1][C:2]1[CH:3]=[C:4]([CH:8]=[C:9]([O:13][CH3:14])[C:10]=1[O:11][CH3:12])[C:5]([OH:7])=[O:6].Cl.[CH3:16]O. (4) Given the product [CH3:1][O:2][C:3]1[CH:4]=[CH:5][C:6]2[O:10][C:9]([CH:11]([NH:18][C:19]3[CH:20]=[CH:21][C:22]([C:23]([OH:25])=[O:24])=[CH:27][CH:28]=3)[CH2:12][CH2:13][CH2:14][CH2:15][S:16][CH3:17])=[C:8]([CH3:29])[C:7]=2[CH:30]=1, predict the reactants needed to synthesize it. The reactants are: [CH3:1][O:2][C:3]1[CH:4]=[CH:5][C:6]2[O:10][C:9]([CH:11]([NH:18][C:19]3[CH:28]=[CH:27][C:22]([C:23]([O:25]C)=[O:24])=[CH:21][CH:20]=3)[CH2:12][CH2:13][CH2:14][CH2:15][S:16][CH3:17])=[C:8]([CH3:29])[C:7]=2[CH:30]=1.O1CCCC1.[OH-].[Na+]. (5) Given the product [C:35]([C:8]1[CH:3]=[CH:4][C:5]([O:29][CH3:30])=[C:6]([C:9]#[C:10][C:11]2[CH:12]=[CH:13][C:14]([C:17]3([NH:21][C:22](=[O:28])[O:23][C:24]([CH3:26])([CH3:27])[CH3:25])[CH2:18][CH2:19][CH2:20]3)=[CH:15][CH:16]=2)[CH:7]=1)#[N:36], predict the reactants needed to synthesize it. The reactants are: C([C:3]1[CH:8]=[CH:7][C:6]([C:9]#[C:10][C:11]2[CH:16]=[CH:15][C:14]([C:17]3([NH:21][C:22](=[O:28])[O:23][C:24]([CH3:27])([CH3:26])[CH3:25])[CH2:20][CH2:19][CH2:18]3)=[CH:13][CH:12]=2)=[C:5]([O:29][CH3:30])[CH:4]=1)#N.BrC1C=C(C=CC=1OC)[C:35]#[N:36]. (6) The reactants are: [CH3:1][O:2][C:3]1[CH:8]=[CH:7][C:6]([CH:9]=[CH:10][C:11]([OH:13])=O)=[CH:5][C:4]=1[N+:14]([O-:16])=[O:15].[CH2:17]1CC[CH:20]([N:23]=C=[N:23][CH:20]2CC[CH2:17][CH2:18][CH2:19]2)[CH2:19][CH2:18]1.C1C=CC2[N:40]([OH:41])N=NC=2C=1.O[NH:43][C:44](=[NH:48])[CH2:45][CH2:46][CH3:47]. Given the product [CH3:1][O:2][C:3]1[CH:8]=[CH:7][C:6]([CH:9]=[CH:10][C:11]2[O:13][N:48]=[C:44]([CH2:45][CH2:46][CH3:47])[N:43]=2)=[CH:5][C:4]=1[N+:14]([O-:16])=[O:15].[N+:14]([C:4]1[CH:5]=[C:6]([CH:9]=[CH:10][C:11]2[N:23]=[C:20]([CH2:19][CH2:18][CH3:17])[O:41][N:40]=2)[CH:7]=[CH:8][C:3]=1[OH:2])([O-:16])=[O:15], predict the reactants needed to synthesize it. (7) Given the product [CH:28]1([C:31]2[NH:35][N:34]=[C:33]([NH:36][C:2]3[C:3]4[NH:18][N:17]=[CH:16][C:4]=4[N:5]=[C:6]([C:8]4[CH:9]=[CH:10][C:11]([O:14][CH3:15])=[CH:12][CH:13]=4)[N:7]=3)[CH:32]=2)[CH2:30][CH2:29]1, predict the reactants needed to synthesize it. The reactants are: Cl[C:2]1[C:3]2[C:4](=[CH:16][N:17](CC3C=CC(OC)=CC=3)[N:18]=2)[N:5]=[C:6]([C:8]2[CH:13]=[CH:12][C:11]([O:14][CH3:15])=[CH:10][CH:9]=2)[N:7]=1.[CH:28]1([C:31]2[NH:35][N:34]=[C:33]([NH2:36])[CH:32]=2)[CH2:30][CH2:29]1.Cl.